This data is from Reaction yield outcomes from USPTO patents with 853,638 reactions. The task is: Predict the reaction yield, written as a fraction of the theoretical maximum amount of product (1.0 means a 100% yield; for example, 0.34 means a 34% yield). (1) The reactants are [Cl:1][C:2]1[C:3]([OH:25])=[C:4]([CH:12](O)[CH2:13][CH2:14][CH2:15][CH2:16][CH2:17][CH2:18][CH2:19][CH2:20][CH2:21][CH2:22][CH3:23])[C:5]([OH:11])=[C:6]([C:9]=1[CH3:10])[CH:7]=[O:8].P(=O)(O)(O)O. The catalyst is C(O)(=O)C. The product is [Cl:1][C:2]1[C:3]([OH:25])=[C:4]([CH:12]=[CH:13][CH2:14][CH2:15][CH2:16][CH2:17][CH2:18][CH2:19][CH2:20][CH2:21][CH2:22][CH3:23])[C:5]([OH:11])=[C:6]([C:9]=1[CH3:10])[CH:7]=[O:8]. The yield is 0.760. (2) The reactants are CCO[C:4]([CH:6]1[CH2:12][CH2:11][C:9](=[O:10])[CH2:8][CH2:7]1)=[O:5].[CH2:13](O)[CH2:14][OH:15].[H-].[Al+3].[Li+].[H-].[H-].[H-].[OH-].[Na+]. The catalyst is O.C1(C)C=CC(S(O)(=O)=O)=CC=1.C(N(CC)CC)C.O.O1CCCC1.C1C=CC=CC=1. The product is [O:10]1[C:9]2([CH2:8][CH2:7][CH:6]([CH2:4][OH:5])[CH2:12][CH2:11]2)[O:15][CH2:14][CH2:13]1. The yield is 0.851. (3) The catalyst is CN1C(=O)CCC1. The yield is 0.820. The product is [Cl:1][C:2]1[N:3]=[C:4]([NH:21][CH:19]([CH3:20])[CH3:18])[C:5]2[CH2:10][CH2:9][CH:8]([C:11]3[CH:16]=[CH:15][CH:14]=[CH:13][CH:12]=3)[C:6]=2[N:7]=1. The reactants are [Cl:1][C:2]1[N:3]=[C:4](Cl)[C:5]2[CH2:10][CH2:9][CH:8]([C:11]3[CH:16]=[CH:15][CH:14]=[CH:13][CH:12]=3)[C:6]=2[N:7]=1.[CH3:18][CH:19]([NH2:21])[CH3:20].O. (4) The catalyst is O. The reactants are [Br:1][CH2:2][CH2:3]Br.[Br:5][C:6]1[CH:11]=[CH:10][CH:9]=[C:8]([Br:12])[C:7]=1[OH:13].[OH-].[Na+]. The yield is 0.690. The product is [Br:5][C:6]1[CH:11]=[CH:10][CH:9]=[C:8]([Br:12])[C:7]=1[O:13][CH2:3][CH2:2][Br:1]. (5) The reactants are Cl[C:2]1[CH:7]=[CH:6][CH:5]=[CH:4][CH:3]=1.[NH2:8][C:9]1[CH:14]=[CH:13][CH:12]=[CH:11][CH:10]=1.CC([O-])(C)C.[Na+]. The catalyst is C1(C)C=CC=CC=1.C1C=CC(/C=C/C(/C=C/C2C=CC=CC=2)=O)=CC=1.C1C=CC(/C=C/C(/C=C/C2C=CC=CC=2)=O)=CC=1.C1C=CC(/C=C/C(/C=C/C2C=CC=CC=2)=O)=CC=1.[Pd].[Pd]. The product is [C:2]1([NH:8][C:9]2[CH:14]=[CH:13][CH:12]=[CH:11][CH:10]=2)[CH:7]=[CH:6][CH:5]=[CH:4][CH:3]=1. The yield is 0.300.